This data is from Catalyst prediction with 721,799 reactions and 888 catalyst types from USPTO. The task is: Predict which catalyst facilitates the given reaction. (1) Reactant: [Si:1]([O:8][CH:9]1[CH2:14][CH2:13][C:12]([C:16]2[C:20]3[N:21]=[C:22]([Cl:25])[N:23]=[CH:24][C:19]=3[N:18]([C:26]([C:39]3[CH:44]=[CH:43][CH:42]=[CH:41][CH:40]=3)([C:33]3[CH:38]=[CH:37][CH:36]=[CH:35][CH:34]=3)[C:27]3[CH:32]=[CH:31][CH:30]=[CH:29][CH:28]=3)[CH:17]=2)(O)[CH2:11][CH2:10]1)([C:4]([CH3:7])([CH3:6])[CH3:5])([CH3:3])[CH3:2].CS(Cl)(=O)=O.CCN(CC)CC. The catalyst class is: 2. Product: [Si:1]([O:8][CH:9]1[CH2:14][CH2:13][C:12]([C:16]2[C:20]3[N:21]=[C:22]([Cl:25])[N:23]=[CH:24][C:19]=3[N:18]([C:26]([C:27]3[CH:32]=[CH:31][CH:30]=[CH:29][CH:28]=3)([C:39]3[CH:40]=[CH:41][CH:42]=[CH:43][CH:44]=3)[C:33]3[CH:34]=[CH:35][CH:36]=[CH:37][CH:38]=3)[CH:17]=2)=[CH:11][CH2:10]1)([C:4]([CH3:7])([CH3:5])[CH3:6])([CH3:2])[CH3:3]. (2) Reactant: [CH3:1][S:2][C:3]1[N:4]=[CH:5][C:6]2[CH:12]=[CH:11][C:10](=[O:13])[NH:9][C:7]=2[N:8]=1.[Br:14][C:15]1[CH:19]=[CH:18][S:17][C:16]=1[CH2:20]Cl. Product: [Br:14][C:15]1[CH:19]=[CH:18][S:17][C:16]=1[CH2:20][N:9]1[C:7]2[N:8]=[C:3]([S:2][CH3:1])[N:4]=[CH:5][C:6]=2[CH:12]=[CH:11][C:10]1=[O:13]. The catalyst class is: 9. (3) Reactant: CO[C:3]1[CH:4]=[C:5]([CH:8]=[CH:9][C:10]=1[N+:11]([O-])=O)[C:6]#[N:7].[CH:14]1([CH2:17][CH2:18][NH2:19])[CH2:16][CH2:15]1. Product: [NH2:11][C:10]1[CH:9]=[CH:8][C:5]([C:6]#[N:7])=[CH:4][C:3]=1[NH:19][CH2:18][CH2:17][CH:14]1[CH2:16][CH2:15]1. The catalyst class is: 148. (4) Reactant: [Cl:1][C:2]1[CH:7]=[CH:6][C:5]([C:8]2[N:9]([C:19]3[CH:24]=[CH:23][CH:22]=[CH:21][C:20]=3[Cl:25])[N:10]=[C:11]3[C:17]=2[O:16][CH2:15][CH2:14][CH2:13][C:12]3=O)=[CH:4][CH:3]=1.[F:26][C:27]([F:31])([F:30])[CH2:28][NH2:29].C(O[BH-](OC(=O)C)OC(=O)C)(=O)C.[Na+].C(O)(=O)C. Product: [Cl:1][C:2]1[CH:3]=[CH:4][C:5]([C:8]2[N:9]([C:19]3[CH:24]=[CH:23][CH:22]=[CH:21][C:20]=3[Cl:25])[N:10]=[C:11]3[C:17]=2[O:16][CH2:15][CH2:14][CH2:13][CH:12]3[NH:29][CH2:28][C:27]([F:31])([F:30])[F:26])=[CH:6][CH:7]=1. The catalyst class is: 26. (5) Product: [F:1][C:2]1[CH:3]=[C:4]([N+:9]([O-:11])=[O:10])[CH:5]=[CH:6][C:7]=1[N:12]1[CH2:18][CH2:17][CH2:16][CH2:15][CH2:14][CH2:13]1. The catalyst class is: 25. Reactant: [F:1][C:2]1[CH:3]=[C:4]([N+:9]([O-:11])=[O:10])[CH:5]=[CH:6][C:7]=1F.[NH:12]1[CH2:18][CH2:17][CH2:16][CH2:15][CH2:14][CH2:13]1.CCN(CC)CC.